This data is from Reaction yield outcomes from USPTO patents with 853,638 reactions. The task is: Predict the reaction yield, written as a fraction of the theoretical maximum amount of product (1.0 means a 100% yield; for example, 0.34 means a 34% yield). The reactants are [F:1][C:2]1[CH:11]=[C:10]2[C:5]([CH:6]=[C:7]([C:18]3[NH:22][C:21](=[O:23])[NH:20][N:19]=3)[N:8]=[C:9]2[NH:12][C@H:13]2[CH2:17][CH2:16][NH:15][CH2:14]2)=[CH:4][CH:3]=1.CC1C=CC=C(C)N=1.[C:32](Cl)(=[O:35])[CH:33]=[CH2:34]. The catalyst is C(Cl)Cl. The product is [C:32]([N:15]1[CH2:16][CH2:17][C@H:13]([NH:12][C:9]2[C:10]3[C:5](=[CH:4][CH:3]=[C:2]([F:1])[CH:11]=3)[CH:6]=[C:7]([C:18]3[NH:22][C:21](=[O:23])[NH:20][N:19]=3)[N:8]=2)[CH2:14]1)(=[O:35])[CH:33]=[CH2:34]. The yield is 0.750.